Predict the reaction yield, written as a fraction of the theoretical maximum amount of product (1.0 means a 100% yield; for example, 0.34 means a 34% yield). From a dataset of Reaction yield outcomes from USPTO patents with 853,638 reactions. The reactants are [CH:1]([C:3]1[CH:8]=[CH:7][CH:6]=[CH:5][C:4]=1B(O)O)=[O:2].Br[C:13]1[CH:17]=[CH:16][O:15][CH:14]=1.C(=O)([O-])[O-].[Na+].[Na+]. The catalyst is Cl[Pd](Cl)([P](C1C=CC=CC=1)(C1C=CC=CC=1)C1C=CC=CC=1)[P](C1C=CC=CC=1)(C1C=CC=CC=1)C1C=CC=CC=1.C(#N)C. The product is [O:15]1[CH:16]=[CH:17][C:13]([C:4]2[CH:5]=[CH:6][CH:7]=[CH:8][C:3]=2[CH:1]=[O:2])=[CH:14]1. The yield is 0.300.